Dataset: Peptide-MHC class I binding affinity with 185,985 pairs from IEDB/IMGT. Task: Regression. Given a peptide amino acid sequence and an MHC pseudo amino acid sequence, predict their binding affinity value. This is MHC class I binding data. (1) The peptide sequence is IGWMTNNP. The MHC is HLA-B58:01 with pseudo-sequence HLA-B58:01. The binding affinity (normalized) is 0.00432. (2) The peptide sequence is LKGPDIYKG. The MHC is H-2-Kb with pseudo-sequence H-2-Kb. The binding affinity (normalized) is 0. (3) The peptide sequence is YFTFGDTALY. The MHC is HLA-A03:01 with pseudo-sequence HLA-A03:01. The binding affinity (normalized) is 0.158. (4) The peptide sequence is VLKPGMVVTF. The MHC is HLA-B15:01 with pseudo-sequence HLA-B15:01. The binding affinity (normalized) is 1.00. (5) The peptide sequence is VFSLVVSDI. The MHC is H-2-Kd with pseudo-sequence H-2-Kd. The binding affinity (normalized) is 0.600.